Dataset: Catalyst prediction with 721,799 reactions and 888 catalyst types from USPTO. Task: Predict which catalyst facilitates the given reaction. (1) Reactant: [N:1]([CH2:4][C@@H:5]([C:14]1[CH:23]=[CH:22][C:21]([O:24]CC2C=CC=CC=2)=[C:20]2[C:15]=1[CH:16]=[CH:17][C:18](=[O:32])[NH:19]2)[O:6][Si:7]([C:10]([CH3:13])([CH3:12])[CH3:11])([CH3:9])[CH3:8])=[N+]=[N-].CC1CC=CCC=1. Product: [NH2:1][CH2:4][C@@H:5]([C:14]1[CH:23]=[CH:22][C:21]([OH:24])=[C:20]2[C:15]=1[CH:16]=[CH:17][C:18](=[O:32])[NH:19]2)[O:6][Si:7]([C:10]([CH3:13])([CH3:12])[CH3:11])([CH3:9])[CH3:8]. The catalyst class is: 63. (2) Reactant: [NH2:1][CH:2]1[C:11]2[C:6](=[CH:7][C:8]([CH2:12][C:13]#[N:14])=[CH:9][CH:10]=2)[O:5][CH2:4][CH2:3]1.[C:15]1([CH:21]([NH:26][S:27]([C:30]2[CH:35]=[CH:34][CH:33]=[C:32]([C:36]([F:39])([F:38])[F:37])[CH:31]=2)(=[O:29])=[O:28])[CH2:22][C:23](O)=[O:24])[CH:20]=[CH:19][CH:18]=[CH:17][CH:16]=1.CN(C(ON1N=NC2C=CC=NC1=2)=[N+](C)C)C.F[P-](F)(F)(F)(F)F.C(Cl)CCl.CCN(C(C)C)C(C)C. Product: [C:13]([CH2:12][C:8]1[CH:7]=[C:6]2[C:11]([CH:2]([NH:1][C:23](=[O:24])[CH2:22][CH:21]([C:15]3[CH:20]=[CH:19][CH:18]=[CH:17][CH:16]=3)[NH:26][S:27]([C:30]3[CH:35]=[CH:34][CH:33]=[C:32]([C:36]([F:39])([F:37])[F:38])[CH:31]=3)(=[O:29])=[O:28])[CH2:3][CH2:4][O:5]2)=[CH:10][CH:9]=1)#[N:14]. The catalyst class is: 2. (3) Reactant: [CH2:1]([NH2:7])[CH2:2][CH2:3][CH2:4][CH2:5][CH3:6].[N:8]([CH2:11][CH2:12][CH2:13][CH2:14][CH2:15][CH:16](N=C=O)CCCCCC)=C=O.[N:26]([CH2:29][CH2:30][CH2:31][CH2:32][CH2:33][CH2:34][CH2:35][CH2:36][CH2:37][CH2:38][CH2:39][CH2:40][N:41]=[C:42]=[O:43])=[C:27]=[O:28]. Product: [CH2:40]([NH:41][C:42]([NH:8][CH2:11][CH2:12][CH2:13][CH2:14][CH2:15][CH3:16])=[O:43])[CH2:39][CH2:38][CH2:37][CH2:36][CH2:35][CH2:34][CH2:33][CH2:32][CH2:31][CH2:30][CH2:29][NH:26][C:27]([NH:7][CH2:1][CH2:2][CH2:3][CH2:4][CH2:5][CH3:6])=[O:28]. The catalyst class is: 262. (4) Reactant: [F:1][C:2]1[CH:30]=[CH:29][C:5]([C:6]([NH:8][CH2:9][C:10]2([C:25]([F:28])([F:27])[F:26])[C:15]3[CH:16]=[C:17]([C:20]([NH:22]C)=O)[CH:18]=[CH:19][C:14]=3[NH:13][C:12](=[O:24])[O:11]2)=[O:7])=[CH:4][CH:3]=1.[N-:31]=[N+:32]=[N-:33].[Na+].[Cl-].[NH4+].O. Product: [F:1][C:2]1[CH:3]=[CH:4][C:5]([C:6]([NH:8][CH2:9][C:10]2([C:25]([F:26])([F:27])[F:28])[C:15]3[CH:16]=[C:17]([C:20]4[NH:33][N:32]=[N:31][N:22]=4)[CH:18]=[CH:19][C:14]=3[NH:13][C:12](=[O:24])[O:11]2)=[O:7])=[CH:29][CH:30]=1. The catalyst class is: 3. (5) Product: [CH2:24]([O:23][C:12]1[N:13]=[C:14]([NH:16][CH2:17][C:18]2[O:19][CH:20]=[CH:21][CH:22]=2)[N:15]=[C:10]([NH:9][CH:5]2[CH2:4][CH2:3][N:2]([CH2:26][C:30]3[CH:31]=[CH:32][CH:33]=[CH:34][N:29]=3)[CH2:7][CH2:6]2)[N:11]=1)[CH3:25]. Reactant: C[N:2]([CH3:26])[C:3]1[CH:4]=[C:5]([NH:9][C:10]2[N:15]=[C:14]([NH:16][CH2:17][C:18]3[O:19][CH:20]=[CH:21][CH:22]=3)[N:13]=[C:12]([O:23][CH2:24][CH3:25])[N:11]=2)[CH:6]=[CH:7]C=1.Cl.Cl.[N:29]1[CH:34]=[CH:33][CH:32]=[CH:31][C:30]=1CN1CCC(N)CC1.CCN(C(C)C)C(C)C.C(#N)C. The catalyst class is: 6. (6) Reactant: [NH2:1][C:2]1[C:3]([C:18]([O:20][CH2:21][CH3:22])=[O:19])=[N:4][C:5]([C:8]2[CH2:17][CH2:16][C:11]3([O:15][CH2:14][CH2:13][O:12]3)[CH2:10][CH:9]=2)=[CH:6][CH:7]=1.N#N. Product: [NH2:1][C:2]1[C:3]([C:18]([O:20][CH2:21][CH3:22])=[O:19])=[N:4][C:5]([CH:8]2[CH2:9][CH2:10][C:11]3([O:15][CH2:14][CH2:13][O:12]3)[CH2:16][CH2:17]2)=[CH:6][CH:7]=1. The catalyst class is: 50. (7) Reactant: [CH3:1][C:2]1[N:7]=[CH:6][C:5]([CH2:8]O)=[CH:4][CH:3]=1.S(Cl)([Cl:12])=O. Product: [ClH:12].[Cl:12][CH2:8][C:5]1[CH:4]=[CH:3][C:2]([CH3:1])=[N:7][CH:6]=1. The catalyst class is: 1. (8) Reactant: [CH:1]1([C:4]2[N:5]=[C:6]3[C:12]([C:13]([OH:15])=O)=[CH:11][NH:10][C:7]3=[N:8][CH:9]=2)[CH2:3][CH2:2]1.Cl.[NH2:17][C@H:18]([CH:23]1[CH2:25][CH2:24]1)[C:19]([CH3:22])([OH:21])[CH3:20].C(Cl)CCl.C1C=CC2N(O)N=NC=2C=1.CCN(C(C)C)C(C)C. Product: [CH:23]1([C@@H:18]([NH:17][C:13]([C:12]2[C:6]3[C:7](=[N:8][CH:9]=[C:4]([CH:1]4[CH2:2][CH2:3]4)[N:5]=3)[NH:10][CH:11]=2)=[O:15])[C:19]([OH:21])([CH3:22])[CH3:20])[CH2:25][CH2:24]1. The catalyst class is: 3. (9) Reactant: CC(C)([O-])C.[Na+].[C:7]([O:11][C:12](=[O:26])[C:13]([CH2:17][C:18]1[CH:23]=[CH:22][C:21]([Cl:24])=[C:20](Br)[CH:19]=1)([CH3:16])[CH2:14][CH3:15])([CH3:10])([CH3:9])[CH3:8].[CH2:27]([NH2:34])[C:28]1[CH:33]=[CH:32][CH:31]=[CH:30][CH:29]=1.C1(P(C2C=CC=CC=2)C2C=CC3C(=CC=CC=3)C=2C2C3C(=CC=CC=3)C=CC=2P(C2C=CC=CC=2)C2C=CC=CC=2)C=CC=CC=1.[Cl-].[NH4+]. The catalyst class is: 802. Product: [CH2:27]([NH:34][C:20]1[CH:19]=[C:18]([CH:23]=[CH:22][C:21]=1[Cl:24])[CH2:17][C:13]([CH3:16])([CH2:14][CH3:15])[C:12]([O:11][C:7]([CH3:10])([CH3:9])[CH3:8])=[O:26])[C:28]1[CH:33]=[CH:32][CH:31]=[CH:30][CH:29]=1.